Dataset: Catalyst prediction with 721,799 reactions and 888 catalyst types from USPTO. Task: Predict which catalyst facilitates the given reaction. Reactant: [CH2:1]([O:3][C:4]1[CH:5]=[C:6]([CH:9]=[CH:10][C:11]=1[OH:12])[CH:7]=[O:8])[CH3:2].Br[CH:14]([CH2:17][CH3:18])[CH2:15][CH3:16].C([O-])([O-])=O.[K+].[K+]. Product: [CH2:1]([O:3][C:4]1[CH:5]=[C:6]([CH:9]=[CH:10][C:11]=1[O:12][CH:14]([CH2:17][CH3:18])[CH2:15][CH3:16])[CH:7]=[O:8])[CH3:2]. The catalyst class is: 3.